This data is from NCI-60 drug combinations with 297,098 pairs across 59 cell lines. The task is: Regression. Given two drug SMILES strings and cell line genomic features, predict the synergy score measuring deviation from expected non-interaction effect. Drug 1: CNC(=O)C1=CC=CC=C1SC2=CC3=C(C=C2)C(=NN3)C=CC4=CC=CC=N4. Drug 2: C1CNP(=O)(OC1)N(CCCl)CCCl. Cell line: SF-295. Synergy scores: CSS=8.21, Synergy_ZIP=-1.48, Synergy_Bliss=-0.00298, Synergy_Loewe=-8.12, Synergy_HSA=-1.03.